This data is from Full USPTO retrosynthesis dataset with 1.9M reactions from patents (1976-2016). The task is: Predict the reactants needed to synthesize the given product. Given the product [ClH:18].[NH2:31][C:27]1[N:26]=[C:25]([CH3:39])[C:24]([CH2:23][NH:22][C:20](=[O:21])[CH2:19][C:14]2[C:15]([Cl:18])=[CH:16][CH:17]=[C:12]([NH:11][CH2:10][C:9]([F:8])([F:47])[C:41]3[CH:42]=[CH:43][CH:44]=[CH:45][CH:46]=3)[C:13]=2[F:40])=[C:29]([CH3:30])[CH:28]=1, predict the reactants needed to synthesize it. The reactants are: Cl.O1CCOCC1.[F:8][C:9]([F:47])([C:41]1[CH:46]=[CH:45][CH:44]=[CH:43][CH:42]=1)[CH2:10][NH:11][C:12]1[C:13]([F:40])=[C:14]([CH2:19][C:20]([NH:22][CH2:23][C:24]2[C:25]([CH3:39])=[N:26][C:27]([NH:31]C(OC(C)(C)C)=O)=[CH:28][C:29]=2[CH3:30])=[O:21])[C:15]([Cl:18])=[CH:16][CH:17]=1.